Dataset: Forward reaction prediction with 1.9M reactions from USPTO patents (1976-2016). Task: Predict the product of the given reaction. Given the reactants Cl.[Cl:2][C:3]1[CH:22]=[CH:21][CH:20]=[C:19]([Cl:23])[C:4]=1[CH2:5][O:6][C:7]1[CH:12]=[CH:11][C:10]([CH:13]2[O:18][CH2:17][CH2:16][NH:15][CH2:14]2)=[CH:9][CH:8]=1.CCN(CC)CC.Br[CH2:32][C:33]([O:35][CH2:36][CH3:37])=[O:34], predict the reaction product. The product is: [CH2:36]([O:35][C:33](=[O:34])[CH2:32][N:15]1[CH2:16][CH2:17][O:18][CH:13]([C:10]2[CH:9]=[CH:8][C:7]([O:6][CH2:5][C:4]3[C:3]([Cl:2])=[CH:22][CH:21]=[CH:20][C:19]=3[Cl:23])=[CH:12][CH:11]=2)[CH2:14]1)[CH3:37].